Dataset: Catalyst prediction with 721,799 reactions and 888 catalyst types from USPTO. Task: Predict which catalyst facilitates the given reaction. (1) Reactant: [OH:1][C:2]1[CH:3]=[CH:4][C:5]2[CH:9]=[C:8]([C:10]([O:12]C)=[O:11])[S:7][C:6]=2[CH:14]=1.O.[OH-].[Li+].O.Cl. The catalyst class is: 5. Product: [OH:1][C:2]1[CH:3]=[CH:4][C:5]2[CH:9]=[C:8]([C:10]([OH:12])=[O:11])[S:7][C:6]=2[CH:14]=1. (2) Reactant: [CH2:1](Br)[C:2]1[CH:7]=[CH:6][CH:5]=[CH:4][CH:3]=1.C([O-])([O-])=O.[K+].[K+].[CH2:15]([NH:17][C:18](=[O:20])[O-:19])[CH3:16].[OH:21][C:22]1[CH:23]=[CH:24][C:25]2[CH:26]([CH3:34])[CH:27]3[CH2:31][NH:30][CH2:29][CH:28]3[C:32]=2[CH:33]=1. Product: [CH2:15]([NH:17][C:18](=[O:19])[O-:20])[CH3:16].[CH2:1]([O:21][C:22]1[CH:23]=[CH:24][C:25]2[CH:26]([CH3:34])[CH:27]3[CH2:31][NH:30][CH2:29][CH:28]3[C:32]=2[CH:33]=1)[C:2]1[CH:7]=[CH:6][CH:5]=[CH:4][CH:3]=1. The catalyst class is: 23. (3) Reactant: [F:1][C:2]1[CH:3]=[C:4]([CH:32]=[CH:33][C:34]=1[NH:35][C:36]([NH:38][C:39]1[CH:44]=[C:43]([CH3:45])[CH:42]=[CH:41][C:40]=1[F:46])=[O:37])[O:5][C:6]1[CH:11]=[CH:10][N:9]=[C:8]([C:12]2[NH:16][CH:15]=[C:14]([C:17]([NH:19][CH2:20][CH2:21][CH2:22][N:23]3[CH2:27][CH2:26][CH2:25][CH:24]3[C:28]([O:30]C)=[O:29])=[O:18])[CH:13]=2)[CH:7]=1.[OH-].[Na+].Cl. Product: [F:1][C:2]1[CH:3]=[C:4]([CH:32]=[CH:33][C:34]=1[NH:35][C:36]([NH:38][C:39]1[CH:44]=[C:43]([CH3:45])[CH:42]=[CH:41][C:40]=1[F:46])=[O:37])[O:5][C:6]1[CH:11]=[CH:10][N:9]=[C:8]([C:12]2[NH:16][CH:15]=[C:14]([C:17]([NH:19][CH2:20][CH2:21][CH2:22][N:23]3[CH2:27][CH2:26][CH2:25][CH:24]3[C:28]([OH:30])=[O:29])=[O:18])[CH:13]=2)[CH:7]=1. The catalyst class is: 5. (4) Product: [CH3:1][O:2][C:3]([C:5]1[C:9]([NH2:10])=[CH:8][NH:7][N:6]=1)=[O:4]. The catalyst class is: 19. Reactant: [CH3:1][O:2][C:3]([C:5]1[C:9]([N+:10]([O-])=O)=[CH:8][NH:7][N:6]=1)=[O:4].C([O-])=O.[NH4+]. (5) Reactant: Br[C:2]1[CH:3]=[CH:4][C:5]2[N:9]=[CH:8][N:7]([C@@H:10]([C:12]3[CH:17]=[CH:16][C:15]([Cl:18])=[CH:14][C:13]=3[Cl:19])[CH3:11])[C:6]=2[CH:20]=1.C(O[C:26]([N:28]1[CH2:33][CH:32]=[C:31](B(O)O)[CH2:30][CH2:29]1)=[O:27])(C)(C)C.C(=O)([O-])[O-].[K+].[K+]. Product: [Cl:19][C:13]1[CH:14]=[C:15]([Cl:18])[CH:16]=[CH:17][C:12]=1[C@H:10]([N:7]1[C:6]2[CH:20]=[C:2]([C:31]3[CH2:30][CH2:29][N:28]([C:26]([C@H:29]4[CH2:30][CH2:31][CH2:32][CH2:33][NH:28]4)=[O:27])[CH2:33][CH:32]=3)[CH:3]=[CH:4][C:5]=2[N:9]=[CH:8]1)[CH3:11]. The catalyst class is: 335.